This data is from Peptide-MHC class II binding affinity with 134,281 pairs from IEDB. The task is: Regression. Given a peptide amino acid sequence and an MHC pseudo amino acid sequence, predict their binding affinity value. This is MHC class II binding data. The peptide sequence is SEYMTSWFYDNDNPY. The MHC is DRB5_0101 with pseudo-sequence DRB5_0101. The binding affinity (normalized) is 0.